This data is from Full USPTO retrosynthesis dataset with 1.9M reactions from patents (1976-2016). The task is: Predict the reactants needed to synthesize the given product. (1) The reactants are: [Br:1][C:2]1[C:3]([NH:8][NH:9][C:10](=S)[NH:11][CH3:12])=[N:4][CH:5]=[CH:6][CH:7]=1.CCN=C=NCCCN(C)C.Cl. Given the product [Br:1][C:2]1[C:3]2[N:4]([C:10]([NH:11][CH3:12])=[N:9][N:8]=2)[CH:5]=[CH:6][CH:7]=1, predict the reactants needed to synthesize it. (2) Given the product [Br:1][C:2]1[CH:3]=[C:4]([C:12]2([C:26]([F:29])([F:27])[F:28])[O:16][N:15]=[C:14]([C:17]3[CH:22]=[CH:21][C:20]([CH2:23][NH:24][C:37](=[O:41])[CH2:38][CH2:39][CH3:40])=[C:19]([Cl:25])[CH:18]=3)[CH2:13]2)[CH:5]=[C:6]([C:8]([F:10])([F:9])[F:11])[CH:7]=1, predict the reactants needed to synthesize it. The reactants are: [Br:1][C:2]1[CH:3]=[C:4]([C:12]2([C:26]([F:29])([F:28])[F:27])[O:16][N:15]=[C:14]([C:17]3[CH:22]=[CH:21][C:20]([CH2:23][NH2:24])=[C:19]([Cl:25])[CH:18]=3)[CH2:13]2)[CH:5]=[C:6]([C:8]([F:11])([F:10])[F:9])[CH:7]=1.C(N(CC)CC)C.[C:37](Cl)(=[O:41])[CH2:38][CH2:39][CH3:40].